The task is: Regression/Classification. Given a drug SMILES string, predict its absorption, distribution, metabolism, or excretion properties. Task type varies by dataset: regression for continuous measurements (e.g., permeability, clearance, half-life) or binary classification for categorical outcomes (e.g., BBB penetration, CYP inhibition). Dataset: cyp1a2_veith.. This data is from CYP1A2 inhibition data for predicting drug metabolism from PubChem BioAssay. (1) The drug is COc1ncc2ncc(=O)n(CCc3ccccc3)c2n1. The result is 1 (inhibitor). (2) The compound is COC(=O)Cc1cc(=O)n2[nH]c(C)c(-c3ccccc3)c2n1. The result is 1 (inhibitor). (3) The drug is CCCCNC(=O)NC1C(NC(=O)NCCCC)N(C)C(=O)N1C. The result is 0 (non-inhibitor). (4) The drug is CCOC(=O)[C@@H](O)Cc1cnc2ccccc2n1. The result is 1 (inhibitor). (5) The compound is O=C(Nc1ccc(-n2nncc2-c2ccco2)cc1)c1ccc(F)cc1. The result is 0 (non-inhibitor). (6) The compound is COc1ccc(C(C(=O)NC2CCCCC2)N(C(=O)c2sc(C)nc2C)c2ccc(C(C)=O)cc2)cc1. The result is 0 (non-inhibitor). (7) The compound is COc1ccc2[nH]cc(CCNc3ccnc(-c4cccc(NS(C)(=O)=O)c4)n3)c2c1. The result is 1 (inhibitor). (8) The drug is COC(=O)C1=C(C)OC(N)=C(C#N)C1c1cc(OC)ccc1OC. The result is 1 (inhibitor). (9) The molecule is N#Cc1ccc(CN2CCCC3(CCNCC3)C2)cc1. The result is 0 (non-inhibitor). (10) The drug is COc1cc(/C=N/NC(=O)c2cccc([N+](=O)[O-])c2)ccc1OCc1ccc(C)cc1. The result is 0 (non-inhibitor).